The task is: Predict the product of the given reaction.. This data is from Forward reaction prediction with 1.9M reactions from USPTO patents (1976-2016). (1) Given the reactants [CH3:1][C:2]1([CH3:11])[CH:7]2[CH2:8][CH:3]1[CH2:4][CH2:5][CH:6]2[CH:9]=[O:10], predict the reaction product. The product is: [CH3:1][C:2]1([CH3:11])[CH:7]2[CH2:8][CH:3]1[CH2:4][CH2:5][C:6]12[O:10][CH2:9]1. (2) Given the reactants [Br:1][C:2]1[CH:7]=[CH:6][C:5]([CH:8]([CH:20]2[CH2:24][CH2:23][CH2:22][CH2:21]2)[CH2:9][C:10]([C:12]2[CH:13]=[CH:14][C:15](=[O:19])[N:16]([CH3:18])[CH:17]=2)=O)=[C:4]([F:25])[CH:3]=1.Cl.[NH2:27][OH:28].C([O-])(O)=O.[Na+], predict the reaction product. The product is: [Br:1][C:2]1[CH:7]=[CH:6][C:5]([CH:8]([CH:20]2[CH2:24][CH2:23][CH2:22][CH2:21]2)[CH2:9]/[C:10](/[C:12]2[CH:13]=[CH:14][C:15](=[O:19])[N:16]([CH3:18])[CH:17]=2)=[N:27]\[OH:28])=[C:4]([F:25])[CH:3]=1.